Task: Predict the reactants needed to synthesize the given product.. Dataset: Full USPTO retrosynthesis dataset with 1.9M reactions from patents (1976-2016) Given the product [CH2:38]([Sn:33]([CH2:29][CH2:30][CH2:31][CH3:32])([CH2:34][CH2:35][CH2:36][CH3:37])[C:18]1[S:19][CH:20]=[C:13]2[C:14]=1[O:15][CH2:16][CH2:17][O:12]2)[CH2:39][CH2:40][CH3:41], predict the reactants needed to synthesize it. The reactants are: [Li]CCCC.CCCCCC.[O:12]1[CH2:17][CH2:16][O:15][C:14]2=[CH:18][S:19][CH:20]=[C:13]12.CN(C)CCN(C)C.[CH2:29]([Sn:33](Cl)([CH2:38][CH2:39][CH2:40][CH3:41])[CH2:34][CH2:35][CH2:36][CH3:37])[CH2:30][CH2:31][CH3:32].